Dataset: Reaction yield outcomes from USPTO patents with 853,638 reactions. Task: Predict the reaction yield, written as a fraction of the theoretical maximum amount of product (1.0 means a 100% yield; for example, 0.34 means a 34% yield). (1) The reactants are [CH2:1]([O:8][C:9]1[CH:10]=[C:11]2[C:16](=[CH:17][C:18]=1[O:19][CH3:20])[C:15]([CH3:21])=[N:14][CH2:13][CH2:12]2)[C:2]1[CH:7]=[CH:6][CH:5]=[CH:4][CH:3]=1.[BH4-].[Na+].O.[Cl-].[Na+]. The catalyst is CCO. The product is [CH2:1]([O:8][C:9]1[CH:10]=[C:11]2[C:16](=[CH:17][C:18]=1[O:19][CH3:20])[CH:15]([CH3:21])[NH:14][CH2:13][CH2:12]2)[C:2]1[CH:7]=[CH:6][CH:5]=[CH:4][CH:3]=1. The yield is 0.630. (2) The reactants are Br[C:2]1[CH:3]=[C:4]([C:8]2[N:9]=[C:10]([CH:20]([CH3:22])[CH3:21])[NH:11][C:12]=2[C:13]2[CH:18]=[CH:17][CH:16]=[C:15]([CH3:19])[N:14]=2)[CH:5]=[CH:6][CH:7]=1.[CH3:23][C:24]1[CH:29]=[CH:28][C:27](B(O)O)=[CH:26][CH:25]=1. The catalyst is COCCOC.C(OCC)(=O)C. The product is [CH:20]([C:10]1[NH:11][C:12]([C:13]2[CH:18]=[CH:17][CH:16]=[C:15]([CH3:19])[N:14]=2)=[C:8]([C:4]2[CH:3]=[C:2]([C:27]3[CH:28]=[CH:29][C:24]([CH3:23])=[CH:25][CH:26]=3)[CH:7]=[CH:6][CH:5]=2)[N:9]=1)([CH3:22])[CH3:21]. The yield is 0.790. (3) The reactants are [CH3:1][S:2][C:3]1[N:4]=[CH:5][C:6]2[C:15](=[O:16])[N:14]([C:17]3[CH:18]=[C:19]([C:23]4[O:24][CH:25]=[C:26]([C:28]([O:30]C)=[O:29])[N:27]=4)[CH:20]=[CH:21][CH:22]=3)[CH2:13][C@H:12]3[N:8]([CH2:9][CH2:10][CH2:11]3)[C:7]=2[N:32]=1.[OH-].[Na+]. The catalyst is C(O)C. The product is [CH3:1][S:2][C:3]1[N:4]=[CH:5][C:6]2[C:15](=[O:16])[N:14]([C:17]3[CH:18]=[C:19]([C:23]4[O:24][CH:25]=[C:26]([C:28]([OH:30])=[O:29])[N:27]=4)[CH:20]=[CH:21][CH:22]=3)[CH2:13][C@H:12]3[N:8]([CH2:9][CH2:10][CH2:11]3)[C:7]=2[N:32]=1. The yield is 0.660. (4) The reactants are [O:1]1[C:5]2[CH:6]=[CH:7][C:8]([C:10]3([C:13]([OH:15])=O)[CH2:12][CH2:11]3)=[CH:9][C:4]=2[O:3][CH2:2]1.CN(C(ON1N=NC2C=CC=CC1=2)=[N+](C)C)C.F[P-](F)(F)(F)(F)F.CCN(CC)CC.[NH2:47][C:48]1[CH:49]=[C:50]2[C:54](=[CH:55][CH:56]=1)[NH:53][C:52]([CH:57]([CH3:60])[CH2:58][OH:59])=[CH:51]2. The catalyst is C(#N)C. The product is [O:1]1[C:5]2[CH:6]=[CH:7][C:8]([C:10]3([C:13]([NH:47][C:48]4[CH:49]=[C:50]5[C:54](=[CH:55][CH:56]=4)[NH:53][C:52]([CH:57]([CH3:60])[CH2:58][OH:59])=[CH:51]5)=[O:15])[CH2:11][CH2:12]3)=[CH:9][C:4]=2[O:3][CH2:2]1. The yield is 0.510. (5) The reactants are [NH2:1][C@@H:2]([CH2:22][C:23]1[CH:28]=[CH:27][C:26]([CH:29]2[S:33](=[O:35])(=[O:34])[NH:32][C:31](=[O:36])[CH2:30]2)=[C:25]([Br:37])[CH:24]=1)[C:3]([NH:5][CH2:6][CH2:7][CH2:8][CH2:9][O:10][C:11]1[CH:20]=[CH:19][CH:18]=[C:17]([OH:21])[C:12]=1[C:13]([O:15][CH3:16])=[O:14])=[O:4].C(N(CC)C(C)C)(C)C.[N:47]1([C:53](Cl)=[O:54])[CH2:52][CH2:51][O:50][CH2:49][CH2:48]1. The catalyst is C(Cl)Cl.CN(C)C=O. The product is [Br:37][C:25]1[CH:24]=[C:23]([CH2:22][C@H:2]([NH:1][C:53]([N:47]2[CH2:52][CH2:51][O:50][CH2:49][CH2:48]2)=[O:54])[C:3]([NH:5][CH2:6][CH2:7][CH2:8][CH2:9][O:10][C:11]2[CH:20]=[CH:19][CH:18]=[C:17]([OH:21])[C:12]=2[C:13]([O:15][CH3:16])=[O:14])=[O:4])[CH:28]=[CH:27][C:26]=1[CH:29]1[S:33](=[O:34])(=[O:35])[NH:32][C:31](=[O:36])[CH2:30]1. The yield is 0.800. (6) The reactants are [NH2:1][C:2]1[CH:14]=[CH:13][C:5]2[N:6]([CH3:12])[C:7](=[O:11])[CH2:8][CH2:9][CH2:10][C:4]=2[CH:3]=1.Cl[C:16]1[N:21]=[C:20]([NH:22][C:23]2[CH:32]=[CH:31][CH:30]=[CH:29][C:24]=2[C:25]([NH:27][CH3:28])=[O:26])[C:19]([Cl:33])=[CH:18][N:17]=1. The catalyst is COCCO. The product is [Cl:33][C:19]1[C:20]([NH:22][C:23]2[CH:32]=[CH:31][CH:30]=[CH:29][C:24]=2[C:25]([NH:27][CH3:28])=[O:26])=[N:21][C:16]([NH:1][C:2]2[CH:14]=[CH:13][C:5]3[N:6]([CH3:12])[C:7](=[O:11])[CH2:8][CH2:9][CH2:10][C:4]=3[CH:3]=2)=[N:17][CH:18]=1. The yield is 0.110.